From a dataset of Forward reaction prediction with 1.9M reactions from USPTO patents (1976-2016). Predict the product of the given reaction. (1) Given the reactants CS[C:3]1[CH:8]=[CH:7][C:6]([N:9]([CH2:31][C:32]2[CH:36]=[CH:35][S:34][CH:33]=2)[CH:10]2[CH2:15][CH2:14][N:13]([C@H:16]([CH3:30])[CH2:17][CH2:18][NH:19][C:20]([C:22]3[C:23]([CH3:29])=[N:24][CH:25]=[N:26][C:27]=3[CH3:28])=[O:21])[CH2:12][CH2:11]2)=[CH:5][CH:4]=1.O[O:38][S:39]([O-:41])=O.[K+].[CH3:43]O, predict the reaction product. The product is: [CH3:43][S:39]([C:3]1[CH:4]=[CH:5][C:6]([N:9]([CH2:31][C:32]2[CH:36]=[CH:35][S:34][CH:33]=2)[CH:10]2[CH2:15][CH2:14][N:13]([C@H:16]([CH3:30])[CH2:17][CH2:18][NH:19][C:20]([C:22]3[C:27]([CH3:28])=[N:26][CH:25]=[N:24][C:23]=3[CH3:29])=[O:21])[CH2:12][CH2:11]2)=[CH:7][CH:8]=1)(=[O:41])=[O:38]. (2) Given the reactants [C:1]([CH:3]1[CH2:8][CH:7]([C:9]([O:11][CH2:12][CH3:13])=[O:10])[CH2:6][CH2:5][N:4]1[C:14]([O:16][CH2:17][C:18]1[CH:23]=[CH:22][CH:21]=[CH:20][CH:19]=1)=[O:15])#[N:2].[N-:24]=[N+:25]=[N-:26].[Na+].Cl.C(N(CC)CC)C, predict the reaction product. The product is: [NH:24]1[C:1]([CH:3]2[CH2:8][CH:7]([C:9]([O:11][CH2:12][CH3:13])=[O:10])[CH2:6][CH2:5][N:4]2[C:14]([O:16][CH2:17][C:18]2[CH:19]=[CH:20][CH:21]=[CH:22][CH:23]=2)=[O:15])=[N:2][N:26]=[N:25]1.